This data is from Reaction yield outcomes from USPTO patents with 853,638 reactions. The task is: Predict the reaction yield, written as a fraction of the theoretical maximum amount of product (1.0 means a 100% yield; for example, 0.34 means a 34% yield). (1) The reactants are [NH2:1][C:2]1[CH:6]=[CH:5][O:4][N:3]=1.[I:7][C:8]1[C:13]([O:14][CH3:15])=[CH:12][C:11]([C:16]2[C:25]3[C:20](=[CH:21][C:22]([S:26](F)(=[O:28])=[O:27])=[CH:23][CH:24]=3)[N:19]=[CH:18][N:17]=2)=[C:10]([CH3:30])[CH:9]=1.[Li+].C[Si]([N-][Si](C)(C)C)(C)C. The catalyst is C1COCC1. The product is [I:7][C:8]1[C:13]([O:14][CH3:15])=[CH:12][C:11]([C:16]2[C:25]3[C:20](=[CH:21][C:22]([S:26]([NH:1][C:2]4[CH:6]=[CH:5][O:4][N:3]=4)(=[O:27])=[O:28])=[CH:23][CH:24]=3)[N:19]=[CH:18][N:17]=2)=[C:10]([CH3:30])[CH:9]=1. The yield is 0.565. (2) The reactants are [CH:1](NC(C)C)(C)C.C(=O)=O.CC(C)=O.C(O[C:20](=[O:29])[NH:21][C@@H:22]([CH3:28])[C:23]([CH:25]1[CH2:27][CH2:26]1)=[O:24])(C)(C)C.[Cl-].[NH4+]. The catalyst is O1CCCC1.C(OCC)(=O)C. The product is [CH:25]1([C@@:23]2([OH:24])[C@H:22]([CH3:28])[NH:21][C:20](=[O:29])[CH2:1]2)[CH2:26][CH2:27]1. The yield is 0.710. (3) The reactants are [CH2:1]([N:3]([CH2:14][CH3:15])[C:4]([CH:6]1[CH2:11][CH2:10][CH2:9][CH:8](Br)[C:7]1=O)=[O:5])[CH3:2].[F:16][CH2:17][CH2:18][NH:19][C:20]1[CH:25]=[CH:24][C:23]([F:26])=[CH:22][CH:21]=1. The catalyst is CC(O)C.[Cl-].[Zn+2].[Cl-]. The product is [CH2:1]([N:3]([CH2:14][CH3:15])[C:4]([CH:6]1[C:7]2[C:25]3[C:20](=[CH:21][CH:22]=[C:23]([F:26])[CH:24]=3)[N:19]([CH2:18][CH2:17][F:16])[C:8]=2[CH2:9][CH2:10][CH2:11]1)=[O:5])[CH3:2]. The yield is 0.100.